Dataset: Reaction yield outcomes from USPTO patents with 853,638 reactions. Task: Predict the reaction yield, written as a fraction of the theoretical maximum amount of product (1.0 means a 100% yield; for example, 0.34 means a 34% yield). The catalyst is O1CCCC1.O.CN(C)C1C=CN=CC=1. The product is [C:50]([C:49](=[P:36]([C:37]1[CH:42]=[CH:41][CH:40]=[CH:39][CH:38]=1)([C:43]1[CH:48]=[CH:47][CH:46]=[CH:45][CH:44]=1)[C:30]1[CH:31]=[CH:32][CH:33]=[CH:34][CH:35]=1)[C:19]([C@@H:18]([NH:17][C:15](=[O:16])[O:14][C:8]1([CH2:1][C:2]2[CH:7]=[CH:6][CH:5]=[CH:4][CH:3]=2)[CH2:13][CH2:12][CH2:11][CH2:10][CH2:9]1)[CH2:23][CH2:24][CH2:25][CH3:26])=[O:20])#[N:51]. The reactants are [CH2:1]([C:8]1([O:14][C:15]([NH:17][C@@H:18]([CH2:23][CH2:24][CH2:25][CH3:26])[C:19](OC)=[O:20])=[O:16])[CH2:13][CH2:12][CH2:11][CH2:10][CH2:9]1)[C:2]1[CH:7]=[CH:6][CH:5]=[CH:4][CH:3]=1.O.[OH-].[Li+].[C:30]1([P:36](=[CH:49][C:50]#[N:51])([C:43]2[CH:48]=[CH:47][CH:46]=[CH:45][CH:44]=2)[C:37]2[CH:42]=[CH:41][CH:40]=[CH:39][CH:38]=2)[CH:35]=[CH:34][CH:33]=[CH:32][CH:31]=1.O. The yield is 0.390.